This data is from Catalyst prediction with 721,799 reactions and 888 catalyst types from USPTO. The task is: Predict which catalyst facilitates the given reaction. (1) Product: [CH2:8]([O:7][C:5]([CH:4]1[CH2:3][CH2:2][N:1]([C:12]([O:14][C:15]([CH3:18])([CH3:17])[CH3:16])=[O:13])[CH2:11][CH2:10]1)=[O:6])[CH3:9]. Reactant: [NH:1]1[CH2:11][CH2:10][CH:4]([C:5]([O:7][CH2:8][CH3:9])=[O:6])[CH2:3][CH2:2]1.[C:12](O[C:12]([O:14][C:15]([CH3:18])([CH3:17])[CH3:16])=[O:13])([O:14][C:15]([CH3:18])([CH3:17])[CH3:16])=[O:13]. The catalyst class is: 49. (2) Reactant: [Br:1][C:2]1[CH:3]=[C:4]([NH:8][C:9]2[C:18]3[C:13](=[CH:14][N:15]=[C:16]([C:19]#[C:20][Si](C)(C)C)[CH:17]=3)[N:12]=[CH:11][C:10]=2[C:25]#[N:26])[CH:5]=[CH:6][CH:7]=1.[F-].C([N+](CCCC)(CCCC)CCCC)CCC.O1CCCC1. Product: [Br:1][C:2]1[CH:3]=[C:4]([NH:8][C:9]2[C:18]3[C:13](=[CH:14][N:15]=[C:16]([C:19]#[CH:20])[CH:17]=3)[N:12]=[CH:11][C:10]=2[C:25]#[N:26])[CH:5]=[CH:6][CH:7]=1. The catalyst class is: 54. (3) Reactant: [CH:1]12[CH2:7][CH:4]([CH2:5][CH2:6]1)[CH2:3][C@@H:2]2[N:8]1[C:12]2=[C:13]3[S:19][CH:18]=[CH:17][C:14]3=[N:15][CH:16]=[C:11]2[N:10]=[C:9]1[CH2:20]Cl.[CH3:22][S:23]([NH:26][C:27](=[O:33])[O:28][C:29]([CH3:32])([CH3:31])[CH3:30])(=[O:25])=[O:24].C(=O)([O-])[O-].[K+].[K+]. Product: [CH:1]12[CH2:7][CH:4]([CH2:5][CH2:6]1)[CH2:3][C@@H:2]2[N:8]1[C:12]2=[C:13]3[S:19][CH:18]=[CH:17][C:14]3=[N:15][CH:16]=[C:11]2[N:10]=[C:9]1[CH2:20][N:26]([S:23]([CH3:22])(=[O:24])=[O:25])[C:27](=[O:33])[O:28][C:29]([CH3:32])([CH3:31])[CH3:30]. The catalyst class is: 35. (4) Reactant: Br[CH2:2][C:3]([C:5]1[CH:10]=[CH:9][C:8]([O:11][CH3:12])=[CH:7][C:6]=1[CH3:13])=O.[CH2:14]([N:16]1[CH2:21][CH2:20][CH2:19][CH2:18][CH2:17]1)[CH3:15].C(=O)([O-])[O-].[K+].[K+]. Product: [CH3:15][C:14]1[N:16]2[C:21]([CH:20]=[CH:19][CH:18]=[CH:17]2)=[CH:2][C:3]=1[C:5]1[CH:10]=[CH:9][C:8]([O:11][CH3:12])=[CH:7][C:6]=1[CH3:13]. The catalyst class is: 21. (5) Reactant: [C:1]1([N:11]2[CH:15]=[N:14][NH:13][C:12]2=[S:16])[C:10]2[C:5](=[CH:6][CH:7]=[CH:8][CH:9]=2)[CH:4]=[CH:3][CH:2]=1.Br[CH2:18][C:19]([NH:21][C:22]1[CH:27]=[CH:26][CH:25]=[CH:24][C:23]=1[N+:28]([O-:30])=[O:29])=[O:20].N1C=CC=CC=1. Product: [C:1]1([N:11]2[CH:15]=[N:14][N:13]=[C:12]2[S:16][CH2:18][C:19]([NH:21][C:22]2[CH:27]=[CH:26][CH:25]=[CH:24][C:23]=2[N+:28]([O-:30])=[O:29])=[O:20])[C:10]2[C:5](=[CH:6][CH:7]=[CH:8][CH:9]=2)[CH:4]=[CH:3][CH:2]=1. The catalyst class is: 58. (6) Reactant: [Cl:1][C:2]1[CH:7]=[C:6]([Cl:8])[CH:5]=[CH:4][C:3]=1[N:9]1[C:13]([C:14]2[CH:19]=[CH:18][C:17]([O:20]C)=[CH:16][CH:15]=2)=[C:12]([CH3:22])[C:11]([C:23]([OH:25])=[O:24])=[N:10]1.Br. Product: [Cl:1][C:2]1[CH:7]=[C:6]([Cl:8])[CH:5]=[CH:4][C:3]=1[N:9]1[C:13]([C:14]2[CH:19]=[CH:18][C:17]([OH:20])=[CH:16][CH:15]=2)=[C:12]([CH3:22])[C:11]([C:23]([OH:25])=[O:24])=[N:10]1. The catalyst class is: 15.